From a dataset of Full USPTO retrosynthesis dataset with 1.9M reactions from patents (1976-2016). Predict the reactants needed to synthesize the given product. (1) Given the product [C:13]([C:5]1[C:4]([N+:1]([O-:3])=[O:2])=[CH:12][CH:11]=[CH:10][C:6]=1[C:7]([O:9][CH2:21][CH3:22])=[O:8])([OH:15])=[O:14], predict the reactants needed to synthesize it. The reactants are: [N+:1]([C:4]1[CH:12]=[CH:11][CH:10]=[C:6]([C:7]([OH:9])=[O:8])[C:5]=1[C:13]([OH:15])=[O:14])([O-:3])=[O:2].S(=O)(=O)(O)O.[CH2:21](O)[CH3:22]. (2) The reactants are: [Si:1]([O:8][C@H:9]([C:18]1[CH:23]=[CH:22][CH:21]=[CH:20][CH:19]=1)[C@@H:10]([CH2:14][CH2:15][C:16]#[CH:17])C(O)=O)([C:4]([CH3:7])([CH3:6])[CH3:5])([CH3:3])[CH3:2].C([N:26]([CH2:29]C)CC)C.C1(P(N=[N+]=[N-])(C2C=CC=CC=2)=[O:38])C=CC=CC=1.[CH3:48][O:49][C:50]1[CH:57]=[CH:56][C:53]([CH2:54][OH:55])=[CH:52][CH:51]=1. Given the product [Si:1]([O:8][C@H:9]([C:18]1[CH:23]=[CH:22][CH:21]=[CH:20][CH:19]=1)[C@H:10]([NH:26][C:29](=[O:38])[O:55][CH2:54][C:53]1[CH:56]=[CH:57][C:50]([O:49][CH3:48])=[CH:51][CH:52]=1)[CH2:14][CH2:15][C:16]#[CH:17])([C:4]([CH3:5])([CH3:6])[CH3:7])([CH3:3])[CH3:2], predict the reactants needed to synthesize it. (3) Given the product [Cl:8][C:9]1[CH:10]=[CH:11][C:12]([O:23][CH2:24][CH3:25])=[C:13]([C:15]2([C:27]3[CH:32]=[CH:31][C:30]([CH3:33])=[CH:29][CH:28]=3)[CH:16]=[C:17]([NH2:22])[N:18]=[C:19]([NH2:21])[CH2:20]2)[CH:14]=1, predict the reactants needed to synthesize it. The reactants are: FC(F)(F)C(O)=O.[Cl:8][C:9]1[CH:10]=[CH:11][C:12]([O:23][CH2:24][CH3:25])=[C:13]([C:15]2[CH:20]=[C:19]([NH2:21])[N:18]=[C:17]([NH2:22])[CH:16]=2)[CH:14]=1.B(O)(O)[C:27]1[CH:28]=[CH:29][C:30]([CH3:33])=[CH:31][CH:32]=1. (4) Given the product [CH:6]([Si:5]([CH:18]([CH3:20])[CH3:19])([CH:12]([CH3:17])[CH3:13])[O:4][CH2:1][C:2]#[CH:3])([CH3:11])[CH3:7], predict the reactants needed to synthesize it. The reactants are: [CH2:1]([OH:4])[C:2]#[CH:3].[Si:5](Cl)([C:18](C)([CH3:20])[CH3:19])([C:12]1[CH:17]=CC=C[CH:13]=1)[C:6]1[CH:11]=CC=C[CH:7]=1.N1C=CN=C1. (5) Given the product [F:1][C:2]1[CH:3]=[C:4]([CH:31]=[CH:32][CH:33]=1)[CH2:5][N:6]1[C:14]2[C:9](=[CH:10][C:11]([NH:15][C:16]3[C:25]4[C:20](=[CH:21][C:22]([O:29][CH3:30])=[C:23]([NH2:26])[CH:24]=4)[N:19]=[CH:18][N:17]=3)=[CH:12][CH:13]=2)[CH:8]=[N:7]1, predict the reactants needed to synthesize it. The reactants are: [F:1][C:2]1[CH:3]=[C:4]([CH:31]=[CH:32][CH:33]=1)[CH2:5][N:6]1[C:14]2[C:9](=[CH:10][C:11]([NH:15][C:16]3[C:25]4[C:20](=[CH:21][C:22]([O:29][CH3:30])=[C:23]([N+:26]([O-])=O)[CH:24]=4)[N:19]=[CH:18][N:17]=3)=[CH:12][CH:13]=2)[CH:8]=[N:7]1.Cl.[OH-].[Na+]. (6) Given the product [CH:12]1[CH:11]=[C:10]([CH2:9][C@H:8]([NH2:7])[C:16]([OH:18])=[O:17])[N:6]=[CH:14][CH:13]=1, predict the reactants needed to synthesize it. The reactants are: [OH-].[Na+].C([O-])=O.[NH4+:6].[NH2:7][C@H:8]([C:16]([OH:18])=[O:17])[CH2:9][C:10]1C=[CH:14][CH:13]=[CH:12][CH:11]=1.C([O-])=O.Cl. (7) Given the product [C:1]([C:5]1[CH:10]=[CH:9][C:8]([C:11]2[NH:25][C:14]3=[N:15][CH:16]=[CH:17][C:18]([N:19]4[CH2:20][CH2:21][N:22]([CH2:26][C:28]5[C:29](=[O:35])[NH:30][C:31](=[O:34])[NH:32][CH:33]=5)[CH2:23][CH2:24]4)=[C:13]3[N:12]=2)=[CH:7][CH:6]=1)([CH3:4])([CH3:2])[CH3:3], predict the reactants needed to synthesize it. The reactants are: [C:1]([C:5]1[CH:10]=[CH:9][C:8]([C:11]2[NH:25][C:14]3=[N:15][CH:16]=[CH:17][C:18]([N:19]4[CH2:24][CH2:23][NH:22][CH2:21][CH2:20]4)=[C:13]3[N:12]=2)=[CH:7][CH:6]=1)([CH3:4])([CH3:3])[CH3:2].[CH:26]([C:28]1[C:29](=[O:35])[NH:30][C:31](=[O:34])[NH:32][CH:33]=1)=O.C(O[BH-](OC(=O)C)OC(=O)C)(=O)C.[Na+]. (8) Given the product [CH3:1][O:2][C:3](=[O:14])[C:4]1[CH:9]=[CH:8][C:7]([N+:10]([O-:12])=[O:11])=[C:6]([O:13][CH2:23][CH:22]=[CH2:21])[CH:5]=1, predict the reactants needed to synthesize it. The reactants are: [CH3:1][O:2][C:3](=[O:14])[C:4]1[CH:9]=[CH:8][C:7]([N+:10]([O-:12])=[O:11])=[C:6]([OH:13])[CH:5]=1.C(=O)([O-])[O-].[K+].[K+].[CH2:21](Br)[CH:22]=[CH2:23]. (9) Given the product [Br:16][C:14]1[CH:13]=[N:12][N:11]([C:7]([CH3:10])([CH3:9])[CH3:8])[CH:15]=1, predict the reactants needed to synthesize it. The reactants are: C([O-])([O-])=O.[Na+].[Na+].[C:7]([N:11]1[CH:15]=[CH:14][CH:13]=[N:12]1)([CH3:10])([CH3:9])[CH3:8].[Br:16]Br.